Dataset: Peptide-MHC class II binding affinity with 134,281 pairs from IEDB. Task: Regression. Given a peptide amino acid sequence and an MHC pseudo amino acid sequence, predict their binding affinity value. This is MHC class II binding data. (1) The peptide sequence is DSNYKLAVDGLLSKV. The MHC is DRB3_0202 with pseudo-sequence DRB3_0202. The binding affinity (normalized) is 0.629. (2) The peptide sequence is LNVTSEDLGKTFSVG. The MHC is DRB1_0701 with pseudo-sequence DRB1_0701. The binding affinity (normalized) is 0.359. (3) The peptide sequence is PIYIVTPTNASHIQS. The MHC is HLA-DPA10201-DPB10501 with pseudo-sequence HLA-DPA10201-DPB10501. The binding affinity (normalized) is 0. (4) The peptide sequence is EICEVVLAKSPDTTC. The MHC is DRB1_1602 with pseudo-sequence DRB1_1602. The binding affinity (normalized) is 0.629. (5) The peptide sequence is LSGSQEVEFIGYGKA. The MHC is DRB1_0801 with pseudo-sequence DRB1_0801. The binding affinity (normalized) is 0.365.